This data is from Reaction yield outcomes from USPTO patents with 853,638 reactions. The task is: Predict the reaction yield, written as a fraction of the theoretical maximum amount of product (1.0 means a 100% yield; for example, 0.34 means a 34% yield). (1) The reactants are C(O[C:6]([N:8](C)[C@@H:9]1[C@H:14]([CH3:15])[CH2:13][CH2:12][N:11](C(OC(C)(C)C)=O)[CH2:10]1)=O)(C)(C)C.[ClH:24].O1CCOCC1. The catalyst is C1COCC1. The product is [ClH:24].[ClH:24].[CH3:6][NH:8][C@@H:9]1[C@H:14]([CH3:15])[CH2:13][CH2:12][NH:11][CH2:10]1. The yield is 0.970. (2) The reactants are C[O:2][C:3](=[O:16])[C:4]1[CH:9]=[CH:8][CH:7]=[CH:6][C:5]=1[O:10][CH2:11][C:12]([O:14]C)=[O:13].[OH-].[Na+].Cl. No catalyst specified. The product is [C:12]([CH2:11][O:10][C:5]1[CH:6]=[CH:7][CH:8]=[CH:9][C:4]=1[C:3]([OH:16])=[O:2])([OH:14])=[O:13]. The yield is 0.782. (3) The reactants are [BH4-].[Na+].[Cl-].[Ca+2].[Cl-].[C:6]([C:8]1[CH:13]=[CH:12][CH:11]=[CH:10][C:9]=1[C:14]1[CH:19]=[CH:18][C:17]([CH2:20][C:21]2[C:26](=[O:27])[N:25]([C:28]3[CH:45]=[CH:44][C:31]([O:32][CH:33]4[CH2:38][CH2:37][CH:36]([C:39](OCC)=[O:40])[CH2:35][CH2:34]4)=[CH:30][CH:29]=3)[C:24]([CH2:46][CH3:47])=[N:23][C:22]=2[CH2:48][CH2:49][CH3:50])=[CH:16][CH:15]=1)#[N:7]. The catalyst is C(O)C.O1CCCC1.C(OCC)(=O)C.Cl. The product is [CH2:46]([C:24]1[N:25]([C:28]2[CH:45]=[CH:44][C:31]([O:32][CH:33]3[CH2:34][CH2:35][CH:36]([CH2:39][OH:40])[CH2:37][CH2:38]3)=[CH:30][CH:29]=2)[C:26](=[O:27])[C:21]([CH2:20][C:17]2[CH:16]=[CH:15][C:14]([C:9]3[C:8]([C:6]#[N:7])=[CH:13][CH:12]=[CH:11][CH:10]=3)=[CH:19][CH:18]=2)=[C:22]([CH2:48][CH2:49][CH3:50])[N:23]=1)[CH3:47]. The yield is 0.710. (4) The reactants are [S:1]1[CH:5]=[CH:4][N:3]=[C:2]1[N:6]1[C:10]2=[N:11][CH:12]=[N:13][C:14](O)=[C:9]2[CH:8]=[N:7]1.P(Cl)(Cl)([Cl:18])=O. No catalyst specified. The product is [Cl:18][C:14]1[N:13]=[CH:12][N:11]=[C:10]2[N:6]([C:2]3[S:1][CH:5]=[CH:4][N:3]=3)[N:7]=[CH:8][C:9]=12. The yield is 0.850. (5) The reactants are [F:1][C:2]1[CH:9]=[CH:8][C:5]([CH:6]=O)=[CH:4][CH:3]=1.[CH3:10][O:11][C:12](=[O:18])[CH2:13][C@@H:14]([NH2:17])[CH2:15][CH3:16].C([BH3-])#N.[Na+].C([O-])(O)=O.[Na+]. The catalyst is CO.C(O)(=O)C. The product is [CH3:10][O:11][C:12](=[O:18])[CH2:13][C@@H:14]([NH:17][CH2:6][C:5]1[CH:8]=[CH:9][C:2]([F:1])=[CH:3][CH:4]=1)[CH2:15][CH3:16]. The yield is 0.800. (6) The reactants are Br[CH:2]([C:4]1[O:5][C:6](=[O:11])[C:7]([CH3:10])([CH3:9])[N:8]=1)[CH3:3].[K+].[CH2:13]([O:15][C:16]([S-:18])=[S:17])[CH3:14]. The catalyst is C(#N)C. The product is [CH2:13]([O:15][C:16](=[S:17])[S:18][CH:2]([C:4]1[O:5][C:6](=[O:11])[C:7]([CH3:10])([CH3:9])[N:8]=1)[CH3:3])[CH3:14]. The yield is 0.810. (7) The reactants are [Si]([O:8][C:9]1[CH:14]=[C:13]([CH3:15])[C:12]([C:16]2[CH:21]=[CH:20][CH:19]=[C:18]([CH2:22][O:23][C:24]3[CH:37]=[CH:36][C:27]4[C@H:28]([CH2:31][C:32]([O:34][CH3:35])=[O:33])[CH2:29][O:30][C:26]=4[CH:25]=3)[CH:17]=2)=[C:11]([CH3:38])[C:10]=1[Cl:39])(C(C)(C)C)(C)C.O1CCCC1.[F-].C([N+](CCCC)(CCCC)CCCC)CCC. The catalyst is O1CCCC1. The product is [Cl:39][C:10]1[C:11]([CH3:38])=[C:12]([C:16]2[CH:21]=[CH:20][CH:19]=[C:18]([CH2:22][O:23][C:24]3[CH:37]=[CH:36][C:27]4[C@H:28]([CH2:31][C:32]([O:34][CH3:35])=[O:33])[CH2:29][O:30][C:26]=4[CH:25]=3)[CH:17]=2)[C:13]([CH3:15])=[CH:14][C:9]=1[OH:8]. The yield is 0.880. (8) The reactants are [CH:1]1([NH:4][C:5](=[O:42])[CH2:6][O:7][C:8]2[CH:9]=[C:10]([C:14]3[N:19]=[C:18]([N:20]4[CH2:24][CH2:23][CH2:22][CH2:21]4)[N:17]=[C:16]([NH:25][C:26]4[CH:27]=[C:28]5[C:32](=[CH:33][CH:34]=4)[N:31](C(OC(C)(C)C)=O)[N:30]=[CH:29]5)[CH:15]=3)[CH:11]=[CH:12][CH:13]=2)[CH2:3][CH2:2]1. The catalyst is C(O)(C(F)(F)F)C(F)(F)F. The product is [NH:31]1[C:32]2[C:28](=[CH:27][C:26]([NH:25][C:16]3[N:17]=[C:18]([N:20]4[CH2:24][CH2:23][CH2:22][CH2:21]4)[N:19]=[C:14]([C:10]4[CH:9]=[C:8]([CH:13]=[CH:12][CH:11]=4)[O:7][CH2:6][C:5]([NH:4][CH:1]4[CH2:2][CH2:3]4)=[O:42])[CH:15]=3)=[CH:34][CH:33]=2)[CH:29]=[N:30]1. The yield is 0.467. (9) The reactants are [CH2:1]([N:8]1[CH:13]2[CH:14]([OH:16])[CH2:15][CH:9]1[CH2:10][C:11](=[O:17])[CH2:12]2)[C:2]1[CH:7]=[CH:6][CH:5]=[CH:4][CH:3]=1.N1C=CN=C1.[CH3:23][C:24]([Si:27](Cl)([CH3:29])[CH3:28])([CH3:26])[CH3:25]. The catalyst is C(Cl)Cl. The product is [CH2:1]([N:8]1[CH:13]2[CH:14]([O:16][Si:27]([C:24]([CH3:26])([CH3:25])[CH3:23])([CH3:29])[CH3:28])[CH2:15][CH:9]1[CH2:10][C:11](=[O:17])[CH2:12]2)[C:2]1[CH:3]=[CH:4][CH:5]=[CH:6][CH:7]=1. The yield is 0.900.